From a dataset of Full USPTO retrosynthesis dataset with 1.9M reactions from patents (1976-2016). Predict the reactants needed to synthesize the given product. (1) Given the product [OH:23][NH:22][C:3](=[O:2])[CH2:4][CH2:5][CH:6]([O:14][CH3:15])[C:7]1[CH:12]=[CH:11][CH:10]=[CH:9][C:8]=1[CH3:13], predict the reactants needed to synthesize it. The reactants are: C[O:2][C:3](=O)[CH2:4][CH2:5][CH:6]([O:14][CH3:15])[C:7]1[CH:12]=[CH:11][CH:10]=[CH:9][C:8]=1[CH3:13].C1COCC1.[NH2:22][OH:23].[C-]#N.[K+]. (2) Given the product [F:30][C:23]1[CH:24]=[C:25]([CH:26]=[CH:27][C:22]=1[N:21]1[C:10]2[C:9]3[CH:8]=[C:7]([C:43]4[CH:44]=[N:45][C:46]5[C:51]([CH:52]=4)=[CH:50][CH:49]=[CH:48][CH:47]=5)[C:16]([O:17][CH3:18])=[CH:15][C:14]=3[N:13]=[CH:12][C:11]=2[N:19]([CH3:32])[C:20]1=[O:31])[C:28]#[N:29], predict the reactants needed to synthesize it. The reactants are: FC(F)(F)S(O[C:7]1[C:16]([O:17][CH3:18])=[CH:15][C:14]2[N:13]=[CH:12][C:11]3[N:19]([CH3:32])[C:20](=[O:31])[N:21]([C:22]4[CH:27]=[CH:26][C:25]([C:28]#[N:29])=[CH:24][C:23]=4[F:30])[C:10]=3[C:9]=2[CH:8]=1)(=O)=O.CC1(C)C(C)(C)OB([C:43]2[CH:44]=[N:45][C:46]3[C:51]([CH:52]=2)=[CH:50][CH:49]=[CH:48][CH:47]=3)O1.P([O-])([O-])([O-])=O.[K+].[K+].[K+]. (3) Given the product [CH2:1]([O:3][C:4](=[O:18])[NH:5][C:6]1[CH:7]=[C:8]2[CH2:16][CH2:15][CH2:14][CH2:13][CH:12]([O:17][CH:20]3[CH2:21][CH2:22][CH2:23][CH2:24][O:19]3)[C:9]2=[N:10][CH:11]=1)[CH3:2], predict the reactants needed to synthesize it. The reactants are: [CH2:1]([O:3][C:4](=[O:18])[NH:5][C:6]1[CH:7]=[C:8]2[CH2:16][CH2:15][CH2:14][CH2:13][CH:12]([OH:17])[C:9]2=[N:10][CH:11]=1)[CH3:2].[O:19]1[CH:24]=[CH:23][CH2:22][CH2:21][CH2:20]1.C1(C)C=CC(S(O)(=O)=O)=CC=1. (4) Given the product [C:1]([C:4]1[N:9]=[C:8]([C:10]2[CH:15]=[CH:14][C:13]([C:16]3[CH:21]=[CH:20][C:19]([C@H:22]([CH3:26])[C:23]([OH:25])=[O:24])=[CH:18][C:17]=3[Cl:27])=[C:12]([F:28])[CH:11]=2)[C:7]([CH3:29])=[N:6][C:5]=1[CH3:30])(=[O:3])[NH2:2], predict the reactants needed to synthesize it. The reactants are: [C:1]([C:4]1[N:9]=[C:8]([C:10]2[CH:15]=[CH:14][C:13]([C:16]3[CH:21]=[CH:20][C:19]([C:22](=[CH2:26])[C:23]([OH:25])=[O:24])=[CH:18][C:17]=3[Cl:27])=[C:12]([F:28])[CH:11]=2)[C:7]([CH3:29])=[N:6][C:5]=1[CH3:30])(=[O:3])[NH2:2].C1(C)C=CC=CC=1.